Dataset: Full USPTO retrosynthesis dataset with 1.9M reactions from patents (1976-2016). Task: Predict the reactants needed to synthesize the given product. (1) Given the product [CH3:8][C:5]1[S:6][CH:7]=[C:3]([CH2:2][P:9](=[O:16])([O:13][CH2:14][CH3:15])[O:10][CH2:11][CH3:12])[N:4]=1, predict the reactants needed to synthesize it. The reactants are: Cl[CH2:2][C:3]1[N:4]=[C:5]([CH3:8])[S:6][CH:7]=1.[P:9]([O:16]CC)([O:13][CH2:14][CH3:15])[O:10][CH2:11][CH3:12]. (2) Given the product [C:1]([C:5]1[CH:10]=[CH:9][C:8]([C:11]#[C:12][C:13]2[CH:18]=[CH:17][N:16]=[CH:15][C:14]=2[S:21][CH3:20])=[CH:7][CH:6]=1)([CH3:4])([CH3:3])[CH3:2], predict the reactants needed to synthesize it. The reactants are: [C:1]([C:5]1[CH:10]=[CH:9][C:8]([C:11]#[C:12][C:13]2[CH:18]=[CH:17][N:16]=[CH:15][C:14]=2N)=[CH:7][CH:6]=1)([CH3:4])([CH3:3])[CH3:2].[CH3:20][S:21]SC.N(OC(C)(C)C)=O. (3) Given the product [CH2:1]([C:8]1[N:9]=[N:10][C:11]2[C:16]([C:17]=1[C:28]1[CH:29]=[C:24]([OH:23])[CH:25]=[CH:26][CH:27]=1)=[CH:15][CH:14]=[CH:13][C:12]=2[C:19]([F:22])([F:21])[F:20])[C:2]1[CH:7]=[CH:6][CH:5]=[CH:4][CH:3]=1, predict the reactants needed to synthesize it. The reactants are: [CH2:1]([C:8]1[N:9]=[N:10][C:11]2[C:16]([C:17]=1Br)=[CH:15][CH:14]=[CH:13][C:12]=2[C:19]([F:22])([F:21])[F:20])[C:2]1[CH:7]=[CH:6][CH:5]=[CH:4][CH:3]=1.[OH:23][C:24]1[CH:25]=[C:26](B(O)O)[CH:27]=[CH:28][CH:29]=1.[O-]P([O-])([O-])=O.[K+].[K+].[K+].O. (4) Given the product [CH3:1][O:2][C:3]([C:5]1[N:6]([CH2:23][C:24]2[CH:25]=[CH:26][C:27]([C:30]([O:32][C:33]([CH3:36])([CH3:35])[CH3:34])=[O:31])=[CH:28][CH:29]=2)[C:7](=[O:22])[C:8]2[C:13]([C:14]=1[C:15]1[CH:16]=[CH:17][CH:18]=[CH:19][CH:20]=1)=[CH:12][C:11]([Br:21])=[CH:10][CH:9]=2)=[O:4], predict the reactants needed to synthesize it. The reactants are: [CH3:1][O:2][C:3]([C:5]1[N:6]([CH2:23][C:24]2[CH:29]=[CH:28][C:27]([C:30]([OH:32])=[O:31])=[CH:26][CH:25]=2)[C:7](=[O:22])[C:8]2[C:13]([C:14]=1[C:15]1[CH:20]=[CH:19][CH:18]=[CH:17][CH:16]=1)=[CH:12][C:11]([Br:21])=[CH:10][CH:9]=2)=[O:4].[C:33](OC(=N)C(Cl)(Cl)Cl)([CH3:36])([CH3:35])[CH3:34].B(F)(F)F.CCOCC.C(=O)([O-])[O-].[K+].[K+]. (5) Given the product [CH3:27][C:23]1[CH:22]=[C:21]([C:20](=[O:19])[CH:14]([C:8]2[CH:13]=[CH:12][CH:11]=[CH:10][CH:9]=2)[C:15]#[N:16])[CH:26]=[CH:25][N:24]=1, predict the reactants needed to synthesize it. The reactants are: CCC([O-])(C)C.[K+].[C:8]1([CH2:14][C:15]#[N:16])[CH:13]=[CH:12][CH:11]=[CH:10][CH:9]=1.C([O:19][C:20](=O)[C:21]1[CH:26]=[CH:25][N:24]=[C:23]([CH3:27])[CH:22]=1)C. (6) Given the product [CH2:1]([NH:19][CH2:18][C:17]1[CH:20]=[CH:21][C:22]([O:24][CH3:25])=[CH:23][C:16]=1[O:15][CH3:14])[CH:2]=[CH2:3], predict the reactants needed to synthesize it. The reactants are: [CH2:1](Br)[CH:2]=[CH2:3].C(N(C(C)C)CC)(C)C.[CH3:14][O:15][C:16]1[CH:23]=[C:22]([O:24][CH3:25])[CH:21]=[CH:20][C:17]=1[CH2:18][NH2:19].[OH-].[Na+]. (7) Given the product [CH2:1]([N:8]1[C:12]([C:26]2[CH:25]=[C:24]([F:23])[CH:29]=[C:28]([F:30])[CH:27]=2)=[C:11]([Br:14])[N:10]=[C:9]1[C:15]1[CH:20]=[CH:19][C:18]([F:21])=[CH:17][C:16]=1[F:22])[C:2]1[CH:7]=[CH:6][CH:5]=[CH:4][CH:3]=1, predict the reactants needed to synthesize it. The reactants are: [CH2:1]([N:8]1[C:12](Br)=[C:11]([Br:14])[N:10]=[C:9]1[C:15]1[CH:20]=[CH:19][C:18]([F:21])=[CH:17][C:16]=1[F:22])[C:2]1[CH:7]=[CH:6][CH:5]=[CH:4][CH:3]=1.[F:23][C:24]1[CH:25]=[C:26](B(O)O)[CH:27]=[C:28]([F:30])[CH:29]=1.C(=O)([O-])[O-].[Na+].[Na+].CO. (8) Given the product [Br:22][CH2:11][CH:12]1[CH2:17][CH2:16][C:15]([F:19])([F:18])[CH2:14][CH2:13]1, predict the reactants needed to synthesize it. The reactants are: C1(C)C=CC(S(O[CH2:11][CH:12]2[CH2:17][CH2:16][C:15]([F:19])([F:18])[CH2:14][CH2:13]2)(=O)=O)=CC=1.O.[Br-:22].[Li+].O. (9) Given the product [CH2:61]([O:63][C:15]1[CH:14]=[CH:13][C:6]2[C:7](=[O:12])[NH:8][C:9]3[C:4]([C:5]=2[CH:16]=1)=[CH:3][CH:2]=[CH:11][N:10]=3)[C:19]1[CH:20]=[CH:21][CH:22]=[CH:24][CH:25]=1, predict the reactants needed to synthesize it. The reactants are: Cl[C:2]1[CH:3]=[C:4]2[C:9](=[N:10][CH:11]=1)[NH:8][C:7](=[O:12])[C:6]1[CH:13]=[CH:14][CH:15]=[CH:16][C:5]2=1.CO[C:19]1[CH:25]=[CH:24][C:22](N)=[CH:21][CH:20]=1.C1(P(C2CCCCC2)C2C=CC=CC=2C2C(C(C)C)=CC(C(C)C)=CC=2C(C)C)CCCCC1.C[C:61](C)([O-:63])C.[Na+].